From a dataset of Full USPTO retrosynthesis dataset with 1.9M reactions from patents (1976-2016). Predict the reactants needed to synthesize the given product. Given the product [CH2:1]([C:3]([C:21]1[O:22][C:23]2[CH:29]=[C:28]([C:30]([N:72]([CH2:71][C:70]([OH:69])=[O:74])[CH3:73])=[O:31])[CH:27]=[CH:26][C:24]=2[CH:25]=1)([C:6]1[CH:11]=[CH:10][C:9]([O:12][CH2:13][CH:14]([OH:19])[C:15]([CH3:17])([CH3:18])[CH3:16])=[C:8]([CH3:20])[CH:7]=1)[CH2:4][CH3:5])[CH3:2], predict the reactants needed to synthesize it. The reactants are: [CH2:1]([C:3]([C:21]1[O:22][C:23]2[CH:29]=[C:28]([C:30](O)=[O:31])[CH:27]=[CH:26][C:24]=2[CH:25]=1)([C:6]1[CH:11]=[CH:10][C:9]([O:12][CH2:13][CH:14]([OH:19])[C:15]([CH3:18])([CH3:17])[CH3:16])=[C:8]([CH3:20])[CH:7]=1)[CH2:4][CH3:5])[CH3:2].CN(C(ON1N=NC2C=CC=NC1=2)=[N+](C)C)C.F[P-](F)(F)(F)(F)F.CCN(C(C)C)C(C)C.Cl.C([O:69][C:70](=[O:74])[CH2:71][NH:72][CH3:73])C.[OH-].[Na+].